This data is from Peptide-MHC class I binding affinity with 185,985 pairs from IEDB/IMGT. The task is: Regression. Given a peptide amino acid sequence and an MHC pseudo amino acid sequence, predict their binding affinity value. This is MHC class I binding data. (1) The peptide sequence is EGNLAQGFR. The MHC is HLA-B40:01 with pseudo-sequence HLA-B40:01. The binding affinity (normalized) is 0.0847. (2) The peptide sequence is MTAHITVPY. The MHC is SLA-10701 with pseudo-sequence SLA-10701. The binding affinity (normalized) is 0.644.